This data is from Reaction yield outcomes from USPTO patents with 853,638 reactions. The task is: Predict the reaction yield, written as a fraction of the theoretical maximum amount of product (1.0 means a 100% yield; for example, 0.34 means a 34% yield). The reactants are [CH3:1][C:2]1[C:10]2[C:5](=[CH:6][CH:7]=[CH:8][CH:9]=2)[NH:4][C:3]=1[C:11]([OH:13])=O.F[P-](F)(F)(F)(F)F.[N:21]1([O:30][C:31](N(C)C)=[N+](C)C)[C:25]2C=CC=CC=2N=N1.C(N(CC)CC)C.Cl.CNOC. The catalyst is CN(C)C=O. The product is [CH3:31][O:30][N:21]([CH3:25])[C:11]([C:3]1[NH:4][C:5]2[C:10]([C:2]=1[CH3:1])=[CH:9][CH:8]=[CH:7][CH:6]=2)=[O:13]. The yield is 0.880.